Predict the product of the given reaction. From a dataset of Forward reaction prediction with 1.9M reactions from USPTO patents (1976-2016). (1) Given the reactants [C:1]([N:9]1[C:17]2[C:12](=[CH:13][C:14]([N+:18]([O-])=O)=[CH:15][CH:16]=2)[CH:11]=[C:10]1[C:21]([O:23][CH2:24][CH3:25])=[O:22])(=[O:8])[C:2]1[CH:7]=[CH:6][CH:5]=[CH:4][CH:3]=1, predict the reaction product. The product is: [NH2:18][C:14]1[CH:13]=[C:12]2[C:17](=[CH:16][CH:15]=1)[N:9]([C:1](=[O:8])[C:2]1[CH:7]=[CH:6][CH:5]=[CH:4][CH:3]=1)[C:10]([C:21]([O:23][CH2:24][CH3:25])=[O:22])=[CH:11]2. (2) Given the reactants P(OC)(OC)OC.CN1CCCC1=O.F[C:16]([F:36])(F)/[C:17](=[N:24]\[C:25]1[CH:26]=[C:27]([CH:32]=[CH:33][N:34]=1)[C:28]([O:30][CH3:31])=[O:29])/[C:18]1[CH:23]=[CH:22][CH:21]=[CH:20][CH:19]=1, predict the reaction product. The product is: [F:36][C:16]1[N:34]2[CH:33]=[CH:32][C:27]([C:28]([O:30][CH3:31])=[O:29])=[CH:26][C:25]2=[N:24][C:17]=1[C:18]1[CH:19]=[CH:20][CH:21]=[CH:22][CH:23]=1. (3) Given the reactants [Cl:1][C:2]1[CH:7]=[CH:6][C:5]([C@@H:8]([NH:11][C:12]([CH:14]2[CH2:19][CH2:18][CH2:17][N:16](C(OC(C)(C)C)=O)[CH2:15]2)=[O:13])[CH2:9][CH3:10])=[C:4]([F:27])[C:3]=1[C:28]([C:30]1[CH:31]=[N:32][CH:33]=[CH:34][CH:35]=1)=[O:29].Cl.O1CCOCC1, predict the reaction product. The product is: [Cl:1][C:2]1[CH:7]=[CH:6][C:5]([C@@H:8]([NH:11][C:12]([CH:14]2[CH2:19][CH2:18][CH2:17][NH:16][CH2:15]2)=[O:13])[CH2:9][CH3:10])=[C:4]([F:27])[C:3]=1[C:28]([C:30]1[CH:31]=[N:32][CH:33]=[CH:34][CH:35]=1)=[O:29]. (4) Given the reactants [CH:1]1[C:6]([OH:7])=[CH:5][CH:4]=[C:3]([CH3:8])[CH:2]=1.[OH-].[Na+].[CH:11](O)([OH:16])[C:12]([F:15])([F:14])[F:13], predict the reaction product. The product is: [F:13][C:12]([F:15])([F:14])[CH:11]([C:1]1[CH:2]=[C:3]([CH3:8])[CH:4]=[CH:5][C:6]=1[OH:7])[OH:16]. (5) Given the reactants [CH:1]1[C:2]([C:10]([O:12][CH3:13])=[O:11])=[CH:3][N:4]2[C:9]=1[CH:8]=[CH:7][CH:6]=[CH:5]2, predict the reaction product. The product is: [CH:1]1[C:2]([C:10]([O:12][CH3:13])=[O:11])=[CH:3][N:4]2[C:9]=1[CH2:8][CH2:7][CH2:6][CH2:5]2. (6) Given the reactants [F:1][C:2]1[CH:3]=[C:4]([CH:23]=[CH:24][CH:25]=1)[CH2:5][O:6][C:7]1[CH:12]=[CH:11][C:10]([N:13]2[C:17](=[O:18])[CH2:16][C@@H:15]([C:19]([NH:21][OH:22])=[NH:20])[CH2:14]2)=[CH:9][CH:8]=1.[C:26](Cl)(=O)[CH3:27].O, predict the reaction product. The product is: [F:1][C:2]1[CH:3]=[C:4]([CH:23]=[CH:24][CH:25]=1)[CH2:5][O:6][C:7]1[CH:8]=[CH:9][C:10]([N:13]2[CH2:14][C@H:15]([C:19]3[N:20]=[C:26]([CH3:27])[O:22][N:21]=3)[CH2:16][C:17]2=[O:18])=[CH:11][CH:12]=1. (7) The product is: [C:1]([O:5][C:6]([N:8]1[CH2:11][CH:10]([O:12][C:25]2[CH:26]=[CH:27][C:22]([O:21][CH2:20][CH:17]3[CH2:18][CH2:19]3)=[CH:23][CH:24]=2)[CH2:9]1)=[O:7])([CH3:4])([CH3:3])[CH3:2]. Given the reactants [C:1]([O:5][C:6]([N:8]1[CH2:11][CH:10]([O:12]S(C)(=O)=O)[CH2:9]1)=[O:7])([CH3:4])([CH3:3])[CH3:2].[CH:17]1([CH2:20][O:21][C:22]2[CH:27]=[CH:26][C:25](O)=[CH:24][CH:23]=2)[CH2:19][CH2:18]1.C([O-])([O-])=O.[Cs+].[Cs+].O, predict the reaction product. (8) Given the reactants C([O:3][C:4](=[O:27])[C:5]1[CH:10]=[CH:9][C:8]([O:11][CH2:12][CH2:13][CH:14]2[CH2:19][CH2:18][N:17]([C:20]([O:22]C(C)(C)C)=O)[CH2:16][CH2:15]2)=[CH:7][CH:6]=1)C.N1CCC(CCOC2C=[CH:46][C:40]([C:41](OCC)=[O:42])=[CH:39]C=2)CC1, predict the reaction product. The product is: [OH:42][CH2:41][C:40]([CH3:46])([CH3:39])[C:20]([N:17]1[CH2:16][CH2:15][CH:14]([CH2:13][CH2:12][O:11][C:8]2[CH:7]=[CH:6][C:5]([C:4]([OH:3])=[O:27])=[CH:10][CH:9]=2)[CH2:19][CH2:18]1)=[O:22]. (9) Given the reactants Cl.[CH3:2][O:3][C:4]1[CH:5]=[CH:6][C:7]2[CH2:8][C@H:9]3[NH:20][CH2:19][CH2:18][C@@:15]4([C:16]=2[CH:17]=1)[C@H:10]3[CH2:11][CH2:12][CH2:13][CH2:14]4.C(N(CC)CC)C.Br.[Br:29][CH2:30][C:31]1[CH:32]=[N:33][CH:34]=[CH:35][CH:36]=1.Br, predict the reaction product. The product is: [BrH:29].[CH3:2][O:3][C:4]1[CH:5]=[CH:6][C:7]2[CH2:8][C@H:9]3[N:20]([CH2:30][C:31]4[CH:32]=[N:33][CH:34]=[CH:35][CH:36]=4)[CH2:19][CH2:18][C@@:15]4([C:16]=2[CH:17]=1)[C@H:10]3[CH2:11][CH2:12][CH2:13][CH2:14]4.